The task is: Predict the product of the given reaction.. This data is from Forward reaction prediction with 1.9M reactions from USPTO patents (1976-2016). (1) Given the reactants C(#N)C.[CH3:4][O:5][C:6]1[CH:7]=[C:8]2[C:13](=[CH:14][C:15]=1[O:16][CH3:17])[N:12]=[CH:11][CH:10]=[C:9]2[O:18][C:19]1[CH:24]=[CH:23][C:22]([NH:25][C:26]([NH:28][CH:29]2[CH2:34][CH2:33][NH:32][CH2:31][CH2:30]2)=[O:27])=[CH:21][CH:20]=1.[CH3:35][C:36]1[CH:43]=[CH:42][CH:41]=[CH:40][C:37]=1[CH2:38]Br.C(=O)([O-])[O-].[K+].[K+], predict the reaction product. The product is: [CH3:4][O:5][C:6]1[CH:7]=[C:8]2[C:13](=[CH:14][C:15]=1[O:16][CH3:17])[N:12]=[CH:11][CH:10]=[C:9]2[O:18][C:19]1[CH:24]=[CH:23][C:22]([NH:25][C:26]([NH:28][CH:29]2[CH2:34][CH2:33][N:32]([CH2:35][C:36]3[CH:43]=[CH:42][CH:41]=[CH:40][C:37]=3[CH3:38])[CH2:31][CH2:30]2)=[O:27])=[CH:21][CH:20]=1. (2) Given the reactants [O:1]1[CH:5]=[CH:4][CH:3]=[C:2]1/[CH:6]=[CH:7]/[C:8]([OH:10])=O.C(N(CC)CC)C.C1(P([N:32]=[N+:33]=[N-:34])(C2C=CC=CC=2)=O)C=CC=CC=1.C(=O)([O-])O.[Na+], predict the reaction product. The product is: [O:1]1[CH:5]=[CH:4][CH:3]=[C:2]1/[CH:6]=[CH:7]/[C:8]([N:32]=[N+:33]=[N-:34])=[O:10]. (3) The product is: [NH2:11][C:12]1[C:21]2[N:22]=[C:23]([CH2:30][CH3:31])[N:24]([CH2:25][C:26]([CH3:27])([OH:28])[CH3:29])[C:20]=2[C:19]2[N:18]=[CH:17][C:16]([C:5]3[CH:4]=[N:3][C:2]([F:1])=[CH:7][CH:6]=3)=[CH:15][C:14]=2[N:13]=1. Given the reactants [F:1][C:2]1[CH:7]=[CH:6][C:5](B(O)O)=[CH:4][N:3]=1.[NH2:11][C:12]1[C:21]2[N:22]=[C:23]([CH2:30][CH3:31])[N:24]([CH2:25][C:26]([CH3:29])([OH:28])[CH3:27])[C:20]=2[C:19]2[N:18]=[CH:17][C:16](Br)=[CH:15][C:14]=2[N:13]=1.C(O)CC.C(=O)([O-])[O-].[Na+].[Na+], predict the reaction product. (4) The product is: [C:1]1([CH3:20])[CH:2]=[CH:3][C:4]([CH2:7][CH2:8][S:9]([N:12]2[CH2:17][CH2:16][CH:15]([CH2:18][NH:19][C:35]([C:32]3[CH:31]=[N:30][C:29]([NH2:28])=[N:34][CH:33]=3)=[O:36])[CH2:14][CH2:13]2)(=[O:10])=[O:11])=[CH:5][CH:6]=1. Given the reactants [C:1]1([CH3:20])[CH:6]=[CH:5][C:4]([CH2:7][CH2:8][S:9]([N:12]2[CH2:17][CH2:16][CH:15]([CH2:18][NH2:19])[CH2:14][CH2:13]2)(=[O:11])=[O:10])=[CH:3][CH:2]=1.C(OC([NH:28][C:29]1[N:34]=[CH:33][C:32]([C:35](O)=[O:36])=[CH:31][N:30]=1)=O)(C)(C)C.Cl, predict the reaction product. (5) Given the reactants C[C:2]1[C:6](C(O)=O)=[C:5](C)[NH:4][C:3]=1/[CH:11]=[C:12]1\[C:13](=[O:22])[NH:14][C:15]2[C:20]\1=[CH:19][C:18]([F:21])=[CH:17][CH:16]=2.F[P-](F)(F)(F)(F)F.N1(O[P+](N(C)C)(N(C)C)N(C)C)C2C=CC=CC=2N=N1.C(N(CC)CC)C.[N:57]1([CH:63]2[CH2:68][CH2:67]N[CH2:65][CH2:64]2)[CH2:62][CH2:61][O:60][CH2:59][CH2:58]1.[Li+].[Cl-].[CH3:71][N:72]([CH:74]=[O:75])[CH3:73], predict the reaction product. The product is: [CH3:65][CH:64]1[CH:63]([N:57]2[CH2:62][CH2:61][O:60][CH2:59][CH2:58]2)[CH:68]([CH3:67])[CH2:73][N:72]([C:74](/[C:11](/[C:3]2[NH:4][CH:5]=[CH:6][CH:2]=2)=[C:12]2\[C:13](=[O:22])[NH:14][C:15]3[C:20]\2=[CH:19][C:18]([F:21])=[CH:17][CH:16]=3)=[O:75])[CH2:71]1.